Dataset: Forward reaction prediction with 1.9M reactions from USPTO patents (1976-2016). Task: Predict the product of the given reaction. (1) Given the reactants [C:1]([O:4][C@H:5]1[C@@H:9]([O:10][C:11](=[O:13])[CH3:12])[C@H:8]([C:14]2[C:18]3[N:19]=[CH:20][N:21]=[C:22]([N:23]=[N+]=[N-])[C:17]=3[NH:16][CH:15]=2)[N:7]([C:26]([O:28][C:29]([CH3:32])([CH3:31])[CH3:30])=[O:27])[C@@H:6]1[CH2:33][O:34][C:35](=[O:37])[CH3:36])(=[O:3])[CH3:2], predict the reaction product. The product is: [C:1]([O:4][C@H:5]1[C@@H:9]([O:10][C:11](=[O:13])[CH3:12])[C@H:8]([C:14]2[C:18]3[N:19]=[CH:20][N:21]=[C:22]([NH2:23])[C:17]=3[NH:16][CH:15]=2)[N:7]([C:26]([O:28][C:29]([CH3:30])([CH3:31])[CH3:32])=[O:27])[C@@H:6]1[CH2:33][O:34][C:35](=[O:37])[CH3:36])(=[O:3])[CH3:2]. (2) Given the reactants C([O:4][CH2:5][C:6]1[CH:11]=[C:10]([O:12][CH3:13])[C:9]([O:14][CH2:15][CH2:16][Cl:17])=[CH:8][C:7]=1[CH2:18][O:19]C(=O)C)(=O)C.N, predict the reaction product. The product is: [Cl:17][CH2:16][CH2:15][O:14][C:9]1[C:10]([O:12][CH3:13])=[CH:11][C:6]([CH2:5][OH:4])=[C:7]([CH2:18][OH:19])[CH:8]=1. (3) The product is: [CH2:30]([O:27][C:25](=[O:26])[C:22]1[CH:23]=[CH:24][C:19]([C:2]2[CH:3]=[CH:4][C:5]([O:10][CH3:11])=[C:6]([C:8]#[N:9])[N:7]=2)=[CH:20][CH:21]=1)[CH3:31]. Given the reactants Br[C:2]1[N:7]=[C:6]([C:8]#[N:9])[C:5]([O:10][CH3:11])=[CH:4][CH:3]=1.C([O-])([O-])=O.[Na+].[Na+].B(O)(O)[C:19]1[CH:24]=[CH:23][C:22]([C:25]([OH:27])=[O:26])=[CH:21][CH:20]=1.[CH2:30](O)[CH3:31], predict the reaction product. (4) Given the reactants [CH3:1][C:2]([NH:27]C(=O)OCC1C=CC=CC=1)([CH3:26])[CH2:3][C:4]1[CH:9]=[CH:8][C:7]([C:10]2[N:14]=[CH:13][N:12]([C:15]3[CH:20]=[CH:19][C:18]([O:21][C:22]([F:25])([F:24])[F:23])=[CH:17][CH:16]=3)[N:11]=2)=[CH:6][CH:5]=1, predict the reaction product. The product is: [CH3:26][C:2]([NH2:27])([CH3:1])[CH2:3][C:4]1[CH:9]=[CH:8][C:7]([C:10]2[N:14]=[CH:13][N:12]([C:15]3[CH:20]=[CH:19][C:18]([O:21][C:22]([F:23])([F:25])[F:24])=[CH:17][CH:16]=3)[N:11]=2)=[CH:6][CH:5]=1. (5) Given the reactants [ClH:1].[CH3:2][O:3][C:4]1[C:17]2[C:16](=[O:18])[C:15]3[C:10](=[CH:11][CH:12]=[CH:13][CH:14]=3)[O:9][C:8]=2[CH:7]=[C:6]([O:19][CH2:20][CH:21]2[CH2:23][O:22]2)[CH:5]=1, predict the reaction product. The product is: [Cl:1][CH2:23][CH:21]([OH:22])[CH2:20][O:19][C:6]1[CH:5]=[C:4]([O:3][CH3:2])[C:17]2[C:16](=[O:18])[C:15]3[C:10]([O:9][C:8]=2[CH:7]=1)=[CH:11][CH:12]=[CH:13][CH:14]=3.